From a dataset of Forward reaction prediction with 1.9M reactions from USPTO patents (1976-2016). Predict the product of the given reaction. (1) Given the reactants [F:1][C:2]1[CH:11]=[CH:10][CH:9]=[C:8]2[C:3]=1[CH:4]=[C:5]([CH:24]=C)[C:6]([CH2:12][N:13]1[C:21](=[O:22])[C:20]3[C:15](=[CH:16][CH:17]=[CH:18][CH:19]=3)[C:14]1=[O:23])=[N:7]2.O.I([O-])(=O)(=O)=[O:28].[Na+], predict the reaction product. The product is: [O:22]=[C:21]1[C:20]2[C:15](=[CH:16][CH:17]=[CH:18][CH:19]=2)[C:14](=[O:23])[N:13]1[CH2:12][C:6]1[C:5]([CH:24]=[O:28])=[CH:4][C:3]2[C:8](=[CH:9][CH:10]=[CH:11][C:2]=2[F:1])[N:7]=1. (2) Given the reactants [CH3:1][NH:2][CH2:3][CH2:4][CH2:5][CH2:6][CH2:7][CH2:8][CH2:9][CH2:10][CH2:11][N:12]1[CH2:17][CH2:16][CH:15]([O:18][C:19](=[O:33])[NH:20][C:21]2[CH:26]=[CH:25][CH:24]=[CH:23][C:22]=2[C:27]2[CH:32]=[CH:31][CH:30]=[CH:29][CH:28]=2)[CH2:14][CH2:13]1.C1(N)C(F)=C(F)C(F)=C(N)C=1F.Cl.Cl.[F:48][C:49]1[CH:57]=[C:56]([OH:58])[CH:55]=[CH:54][C:50]=1[C:51]([OH:53])=O, predict the reaction product. The product is: [F:48][C:49]1[CH:57]=[C:56]([OH:58])[CH:55]=[CH:54][C:50]=1[C:51]([N:2]([CH3:1])[CH2:3][CH2:4][CH2:5][CH2:6][CH2:7][CH2:8][CH2:9][CH2:10][CH2:11][N:12]1[CH2:13][CH2:14][CH:15]([O:18][C:19](=[O:33])[NH:20][C:21]2[CH:26]=[CH:25][CH:24]=[CH:23][C:22]=2[C:27]2[CH:28]=[CH:29][CH:30]=[CH:31][CH:32]=2)[CH2:16][CH2:17]1)=[O:53].